From a dataset of Forward reaction prediction with 1.9M reactions from USPTO patents (1976-2016). Predict the product of the given reaction. Given the reactants [C:1]1([C:7]2[NH:11][C:10]([C:12]3[CH:13]=[C:14]4[C:19](=[CH:20][CH:21]=3)[CH:18]=[C:17]([O:22][CH2:23][C:24]#[N:25])[CH:16]=[CH:15]4)=[CH:9][CH:8]=2)[CH:6]=[CH:5][CH:4]=[CH:3][CH:2]=1.[Cl-].[NH4+].[N-:28]=[N+:29]=[N-:30].[Na+].Cl, predict the reaction product. The product is: [C:1]1([C:7]2[NH:11][C:10]([C:12]3[CH:13]=[C:14]4[C:19](=[CH:20][CH:21]=3)[CH:18]=[C:17]([O:22][CH2:23][C:24]3[NH:30][N:29]=[N:28][N:25]=3)[CH:16]=[CH:15]4)=[CH:9][CH:8]=2)[CH:6]=[CH:5][CH:4]=[CH:3][CH:2]=1.